This data is from Forward reaction prediction with 1.9M reactions from USPTO patents (1976-2016). The task is: Predict the product of the given reaction. (1) The product is: [Br:1][C:2]1[CH:3]=[CH:4][C:5]([OH:11])=[C:6]([C:8](=[O:10])/[CH:9]=[CH:21]/[C:13]2[N:12]=[C:16]3[CH:17]=[CH:18][CH:19]=[CH:20][N:15]3[CH:14]=2)[CH:7]=1. Given the reactants [Br:1][C:2]1[CH:3]=[CH:4][C:5]([OH:11])=[C:6]([C:8](=[O:10])[CH3:9])[CH:7]=1.[N:12]1[C:13]([CH:21]=O)=[CH:14][N:15]2[CH:20]=[CH:19][CH:18]=[CH:17][C:16]=12.[OH-].[K+], predict the reaction product. (2) Given the reactants [F:1][C:2]([F:30])([F:29])[C:3]([NH:5][CH2:6][C:7]#[C:8][C:9]1[C:17]2[C:12](=[CH:13][CH:14]=[C:15]([N+:18]([O-])=O)[CH:16]=2)[N:11]([CH:21]2[CH2:25][CH:24]([OH:26])[CH:23]([CH2:27][OH:28])[O:22]2)[CH:10]=1)=[O:4].[H][H].C1(C)C=CC=CC=1.C(OC(=O)C)C.CO, predict the reaction product. The product is: [NH2:18][C:15]1[CH:16]=[C:17]2[C:12](=[CH:13][CH:14]=1)[N:11]([CH:21]1[CH2:25][CH:24]([OH:26])[CH:23]([CH2:27][OH:28])[O:22]1)[CH:10]=[C:9]2[CH2:8][CH2:7][CH2:6][NH:5][C:3](=[O:4])[C:2]([F:30])([F:29])[F:1]. (3) Given the reactants C([SiH](CC)CC)C.C([O:11][C:12]1[CH:17]=[CH:16][C:15]([CH:18](O)[C:19]2([C:24]([O:26][CH3:27])=[O:25])[CH2:23][CH2:22][CH2:21][CH2:20]2)=[CH:14][CH:13]=1)C=C.N1CCOCC1, predict the reaction product. The product is: [OH:11][C:12]1[CH:13]=[CH:14][C:15]([CH2:18][C:19]2([C:24]([O:26][CH3:27])=[O:25])[CH2:20][CH2:21][CH2:22][CH2:23]2)=[CH:16][CH:17]=1.